From a dataset of NCI-60 drug combinations with 297,098 pairs across 59 cell lines. Regression. Given two drug SMILES strings and cell line genomic features, predict the synergy score measuring deviation from expected non-interaction effect. (1) Drug 1: C1=CC(=CC=C1CCCC(=O)O)N(CCCl)CCCl. Drug 2: C(=O)(N)NO. Cell line: HCT116. Synergy scores: CSS=38.7, Synergy_ZIP=-2.23, Synergy_Bliss=-5.82, Synergy_Loewe=-14.0, Synergy_HSA=-4.35. (2) Drug 1: COC1=C2C(=CC3=C1OC=C3)C=CC(=O)O2. Drug 2: C1CNP(=O)(OC1)N(CCCl)CCCl. Cell line: SF-268. Synergy scores: CSS=-1.43, Synergy_ZIP=0.730, Synergy_Bliss=0.526, Synergy_Loewe=-0.201, Synergy_HSA=-0.497. (3) Drug 1: CC1C(C(CC(O1)OC2CC(OC(C2O)C)OC3=CC4=CC5=C(C(=O)C(C(C5)C(C(=O)C(C(C)O)O)OC)OC6CC(C(C(O6)C)O)OC7CC(C(C(O7)C)O)OC8CC(C(C(O8)C)O)(C)O)C(=C4C(=C3C)O)O)O)O. Drug 2: CCCCC(=O)OCC(=O)C1(CC(C2=C(C1)C(=C3C(=C2O)C(=O)C4=C(C3=O)C=CC=C4OC)O)OC5CC(C(C(O5)C)O)NC(=O)C(F)(F)F)O. Cell line: HL-60(TB). Synergy scores: CSS=84.5, Synergy_ZIP=3.59, Synergy_Bliss=1.64, Synergy_Loewe=0.307, Synergy_HSA=1.48. (4) Drug 1: CC12CCC3C(C1CCC2=O)CC(=C)C4=CC(=O)C=CC34C. Drug 2: C1=NC2=C(N1)C(=S)N=CN2. Cell line: 786-0. Synergy scores: CSS=21.8, Synergy_ZIP=-9.04, Synergy_Bliss=-18.2, Synergy_Loewe=-28.6, Synergy_HSA=-18.0. (5) Drug 1: C1=CC=C(C=C1)NC(=O)CCCCCCC(=O)NO. Drug 2: COCCOC1=C(C=C2C(=C1)C(=NC=N2)NC3=CC=CC(=C3)C#C)OCCOC.Cl. Cell line: UO-31. Synergy scores: CSS=23.8, Synergy_ZIP=6.54, Synergy_Bliss=7.06, Synergy_Loewe=-0.0734, Synergy_HSA=5.05. (6) Drug 1: CCC(=C(C1=CC=CC=C1)C2=CC=C(C=C2)OCCN(C)C)C3=CC=CC=C3.C(C(=O)O)C(CC(=O)O)(C(=O)O)O. Drug 2: C1=NC2=C(N=C(N=C2N1C3C(C(C(O3)CO)O)F)Cl)N. Cell line: HOP-62. Synergy scores: CSS=24.8, Synergy_ZIP=0.758, Synergy_Bliss=1.45, Synergy_Loewe=-21.0, Synergy_HSA=5.74. (7) Drug 1: CN(C)N=NC1=C(NC=N1)C(=O)N. Drug 2: CS(=O)(=O)OCCCCOS(=O)(=O)C. Cell line: OVCAR-8. Synergy scores: CSS=9.14, Synergy_ZIP=-0.875, Synergy_Bliss=1.50, Synergy_Loewe=-3.16, Synergy_HSA=-0.441. (8) Drug 1: CC12CCC3C(C1CCC2O)C(CC4=C3C=CC(=C4)O)CCCCCCCCCS(=O)CCCC(C(F)(F)F)(F)F. Drug 2: C1=NC(=NC(=O)N1C2C(C(C(O2)CO)O)O)N. Cell line: EKVX. Synergy scores: CSS=1.14, Synergy_ZIP=-2.54, Synergy_Bliss=-5.78, Synergy_Loewe=-3.03, Synergy_HSA=-4.47. (9) Cell line: TK-10. Synergy scores: CSS=-4.40, Synergy_ZIP=0.728, Synergy_Bliss=-1.35, Synergy_Loewe=-3.84, Synergy_HSA=-3.32. Drug 2: CC(C)NC(=O)C1=CC=C(C=C1)CNNC.Cl. Drug 1: CC12CCC3C(C1CCC2O)C(CC4=C3C=CC(=C4)O)CCCCCCCCCS(=O)CCCC(C(F)(F)F)(F)F.